Dataset: Reaction yield outcomes from USPTO patents with 853,638 reactions. Task: Predict the reaction yield, written as a fraction of the theoretical maximum amount of product (1.0 means a 100% yield; for example, 0.34 means a 34% yield). (1) The reactants are Br[C:2]1[CH:3]=[C:4]([NH:13][CH:14]2[CH2:19][CH2:18][O:17][CH2:16][CH2:15]2)[C:5]([CH3:12])=[C:6]([CH:11]=1)[C:7]([O:9][CH3:10])=[O:8].CC1(C)C(C)(C)OB([C:28]2[CH:40]=[CH:39][C:31]([CH2:32][N:33]3[CH2:38][CH2:37][O:36][CH2:35][CH2:34]3)=[CH:30][CH:29]=2)O1.C([O-])([O-])=O.[Na+].[Na+]. The catalyst is O1CCOCC1.O.C1C=CC([P]([Pd]([P](C2C=CC=CC=2)(C2C=CC=CC=2)C2C=CC=CC=2)([P](C2C=CC=CC=2)(C2C=CC=CC=2)C2C=CC=CC=2)[P](C2C=CC=CC=2)(C2C=CC=CC=2)C2C=CC=CC=2)(C2C=CC=CC=2)C2C=CC=CC=2)=CC=1. The product is [CH3:12][C:5]1[C:4]([NH:13][CH:14]2[CH2:19][CH2:18][O:17][CH2:16][CH2:15]2)=[CH:3][C:2]([C:28]2[CH:29]=[CH:30][C:31]([CH2:32][N:33]3[CH2:38][CH2:37][O:36][CH2:35][CH2:34]3)=[CH:39][CH:40]=2)=[CH:11][C:6]=1[C:7]([O:9][CH3:10])=[O:8]. The yield is 0.770. (2) The reactants are [OH-].[Li+:2].[C:3]([O:7][C:8]([NH:10][C:11]1([C:26]([NH:28][CH:29]([C:35]2[CH:40]=[CH:39][C:38]([Cl:41])=[CH:37][CH:36]=2)[CH2:30][C:31]([O:33]C)=[O:32])=[O:27])[CH2:16][CH2:15][N:14]([C:17]2[C:18]3[CH:25]=[CH:24][NH:23][C:19]=3[N:20]=[CH:21][N:22]=2)[CH2:13][CH2:12]1)=[O:9])([CH3:6])([CH3:5])[CH3:4]. The catalyst is O.C1COCC1. The product is [C:3]([O:7][C:8]([NH:10][C:11]1([C:26]([NH:28][CH:29]([C:35]2[CH:36]=[CH:37][C:38]([Cl:41])=[CH:39][CH:40]=2)[CH2:30][C:31]([O-:33])=[O:32])=[O:27])[CH2:12][CH2:13][N:14]([C:17]2[C:18]3[CH:25]=[CH:24][NH:23][C:19]=3[N:20]=[CH:21][N:22]=2)[CH2:15][CH2:16]1)=[O:9])([CH3:6])([CH3:4])[CH3:5].[Li+:2]. The yield is 1.00. (3) The reactants are [Cl:1][C:2]1[N:10]=[C:9]2[C:5]([N:6]=[C:7]([CH2:12][CH:13]=O)[N:8]2[CH3:11])=[C:4]([N:15]2[CH2:20][CH2:19][O:18][CH2:17][CH2:16]2)[N:3]=1.[N:21]1([C:27]([CH3:32])([CH3:31])[C:28]([NH2:30])=[O:29])[CH2:26][CH2:25][NH:24][CH2:23][CH2:22]1.C(OC)(OC)OC.C(O)(=O)C.C(O[BH-](OC(=O)C)OC(=O)C)(=O)C.[Na+]. The catalyst is ClCCCl. The product is [Cl:1][C:2]1[N:10]=[C:9]2[C:5]([N:6]=[C:7]([CH2:12][CH2:13][N:24]3[CH2:23][CH2:22][N:21]([C:27]([CH3:32])([CH3:31])[C:28]([NH2:30])=[O:29])[CH2:26][CH2:25]3)[N:8]2[CH3:11])=[C:4]([N:15]2[CH2:20][CH2:19][O:18][CH2:17][CH2:16]2)[N:3]=1. The yield is 0.420.